Dataset: Full USPTO retrosynthesis dataset with 1.9M reactions from patents (1976-2016). Task: Predict the reactants needed to synthesize the given product. (1) The reactants are: ClC(Cl)(O[C:5](=[O:11])OC(Cl)(Cl)Cl)Cl.[N:13]1([C:19]2[C:20]3[N:34]=[N:33][N:32]([CH2:35][C:36]([F:39])([F:38])[F:37])[C:21]=3[N:22]=[C:23]([C:25]3[CH:31]=[CH:30][C:28]([NH2:29])=[CH:27][CH:26]=3)[N:24]=2)[CH2:18][CH2:17][O:16][CH2:15][CH2:14]1.[NH2:40][C:41]1[CH:42]=[N:43][CH:44]=[CH:45][CH:46]=1.CCN(CC)CC. Given the product [N:13]1([C:19]2[C:20]3[N:34]=[N:33][N:32]([CH2:35][C:36]([F:38])([F:39])[F:37])[C:21]=3[N:22]=[C:23]([C:25]3[CH:31]=[CH:30][C:28]([NH:29][C:5]([NH:40][C:41]4[CH:42]=[N:43][CH:44]=[CH:45][CH:46]=4)=[O:11])=[CH:27][CH:26]=3)[N:24]=2)[CH2:14][CH2:15][O:16][CH2:17][CH2:18]1, predict the reactants needed to synthesize it. (2) Given the product [C:1]([O:5][C:6]([N:7]([CH3:8])[CH2:9][CH2:10][C@H:11]1[CH2:12][CH2:13][C@H:14]([CH2:17][O:18][S:21]([CH3:20])(=[O:23])=[O:22])[CH2:15][CH2:16]1)=[O:19])([CH3:3])([CH3:2])[CH3:4], predict the reactants needed to synthesize it. The reactants are: [C:1]([O:5][C:6](=[O:19])[N:7]([CH2:9][CH2:10][C@H:11]1[CH2:16][CH2:15][C@H:14]([CH2:17][OH:18])[CH2:13][CH2:12]1)[CH3:8])([CH3:4])([CH3:3])[CH3:2].[CH3:20][S:21](Cl)(=[O:23])=[O:22]. (3) The reactants are: [N+:1]([C:4]1[CH:9]=[CH:8][C:7]([N:10]2[CH2:15][CH2:14][NH:13][CH2:12][CH2:11]2)=[CH:6][CH:5]=1)([O-:3])=[O:2].[H-].[Na+].[CH3:18]I. Given the product [CH3:18][N:13]1[CH2:14][CH2:15][N:10]([C:7]2[CH:6]=[CH:5][C:4]([N+:1]([O-:3])=[O:2])=[CH:9][CH:8]=2)[CH2:11][CH2:12]1, predict the reactants needed to synthesize it. (4) Given the product [Cl:28][C:8]1[CH:7]=[C:4]([CH:3]=[C:2]([Cl:1])[C:9]=1[N:10]1[CH:27]=[C:13]2[C:14]([NH:18][C:53]3[N:52]=[C:51]([CH2:50][F:49])[CH:56]=[CH:55][N:54]=3)=[N:15][CH:16]=[CH:17][C:12]2=[N:11]1)[C:5]#[N:6], predict the reactants needed to synthesize it. The reactants are: [Cl:1][C:2]1[CH:3]=[C:4]([CH:7]=[C:8]([Cl:28])[C:9]=1[N:10]1[CH:27]=[C:13]2[C:14]([NH:18]C3C=C(C)N=C(C)N=3)=[N:15][CH:16]=[CH:17][C:12]2=[N:11]1)[C:5]#[N:6].ClC1C=C(C=C(Cl)C=1N1C=C2C(Cl)=NC=CC2=N1)C#N.[F:49][CH2:50][C:51]1[CH:56]=[CH:55][N:54]=[C:53](N)[N:52]=1. (5) Given the product [C:9]([C:8]1[CH:7]=[C:20]([C:21]([O:23][CH2:24][CH3:25])=[O:22])[S:12][C:11]=1[N:13]1[CH2:14][CH2:15][O:16][CH2:17][CH2:18]1)#[N:10], predict the reactants needed to synthesize it. The reactants are: N1([CH:7]=[C:8]([C:11]([N:13]2[CH2:18][CH2:17][O:16][CH2:15][CH2:14]2)=[S:12])[C:9]#[N:10])CCOCC1.I[CH2:20][C:21]([O:23][CH2:24][CH3:25])=[O:22].CCN(C(C)C)C(C)C. (6) Given the product [CH2:1]([O:8][C:9]1[CH:14]=[CH:13][C:12]([N:15]([CH3:26])[C:16]2[CH:17]=[CH:18][C:19]([CH:22]([CH3:25])[CH2:23][O:24][S:28]([CH3:27])(=[O:30])=[O:29])=[CH:20][CH:21]=2)=[CH:11][CH:10]=1)[C:2]1[CH:3]=[CH:4][CH:5]=[CH:6][CH:7]=1, predict the reactants needed to synthesize it. The reactants are: [CH2:1]([O:8][C:9]1[CH:14]=[CH:13][C:12]([N:15]([CH3:26])[C:16]2[CH:21]=[CH:20][C:19]([CH:22]([CH3:25])[CH2:23][OH:24])=[CH:18][CH:17]=2)=[CH:11][CH:10]=1)[C:2]1[CH:7]=[CH:6][CH:5]=[CH:4][CH:3]=1.[CH3:27][S:28](Cl)(=[O:30])=[O:29].